Dataset: CYP2C9 inhibition data for predicting drug metabolism from PubChem BioAssay. Task: Regression/Classification. Given a drug SMILES string, predict its absorption, distribution, metabolism, or excretion properties. Task type varies by dataset: regression for continuous measurements (e.g., permeability, clearance, half-life) or binary classification for categorical outcomes (e.g., BBB penetration, CYP inhibition). Dataset: cyp2c9_veith. (1) The drug is c1cncc(-c2ccc3ncnc(NCCN4CCOCC4)c3c2)c1. The result is 0 (non-inhibitor). (2) The molecule is C[C@]12CC[C@@H]3C(=CCc4cc(O)ccc43)[C@@H]1CCC2=O. The result is 0 (non-inhibitor). (3) The compound is CNc1ncnc(Sc2nc(N)nc3nc[nH]c23)c1[N+](=O)[O-]. The result is 0 (non-inhibitor). (4) The drug is NS(=O)(=O)c1ccc(N=Nc2nc3[nH]cnc(=S)c3[nH]2)cc1. The result is 0 (non-inhibitor).